This data is from Full USPTO retrosynthesis dataset with 1.9M reactions from patents (1976-2016). The task is: Predict the reactants needed to synthesize the given product. (1) Given the product [Cl:1][C:2]1[CH:3]=[C:4]([C:8]2[N:13]=[C:12]3[CH2:14][CH2:15][CH2:16][C:11]3=[C:10]([CH:17]([OH:18])[C:28]3[CH:29]=[CH:30][C:31]([CH2:34][C:35]([O:37][CH2:38][CH3:40])=[O:36])=[CH:32][CH:33]=3)[CH:9]=2)[CH:5]=[CH:6][CH:7]=1, predict the reactants needed to synthesize it. The reactants are: [Cl:1][C:2]1[CH:3]=[C:4]([C:8]2[N:13]=[C:12]3[CH2:14][CH2:15][CH2:16][C:11]3=[C:10]([CH:17]=[O:18])[CH:9]=2)[CH:5]=[CH:6][CH:7]=1.CC1(C)C(C)(C)OB(C[C:28]2[CH:33]=[CH:32][C:31]([CH2:34][C:35]([O:37][CH3:38])=[O:36])=[CH:30][CH:29]=2)O1.[CH3:40]C1(C)C(C)(C)OB(C2C=CC(CC(OC)=O)=CC=2)O1. (2) Given the product [F:15][C:16]1[CH:17]=[C:18]([S:23]([NH:1][C:4]2[CH:13]=[CH:12][CH:11]=[C:10]3[C:5]=2[CH:6]=[CH:7][C:8]([NH:38][CH:36]2[C:37]4[C:33](=[CH:32][CH:31]=[CH:30][C:29]=4[O:28][CH3:27])[CH2:34][CH2:35]2)=[N:9]3)(=[O:25])=[O:24])[CH:19]=[C:20]([F:22])[CH:21]=1, predict the reactants needed to synthesize it. The reactants are: [N+:1]([C:4]1[CH:13]=[CH:12][CH:11]=[C:10]2[C:5]=1[CH:6]=[CH:7][C:8](Cl)=[N:9]2)([O-])=O.[F:15][C:16]1[CH:17]=[C:18]([S:23](Cl)(=[O:25])=[O:24])[CH:19]=[C:20]([F:22])[CH:21]=1.[CH3:27][O:28][C:29]1[CH:30]=[CH:31][CH:32]=[C:33]2[C:37]=1[CH:36]([NH2:38])[CH2:35][CH2:34]2. (3) Given the product [CH3:30][C:28]1([CH3:31])[C:27]([CH3:32])([CH3:33])[O:26][B:25]([C:22]2[CH:23]=[CH:24][C:19]([NH:16][C:17](=[O:18])[O:13][C@H:6]3[C@H:5]([O:14][CH3:15])[C@H:4]([O:3][CH2:1][CH3:2])[C@@H:9]([O:10][CH3:11])[C@H:8]([CH3:12])[O:7]3)=[CH:20][CH:21]=2)[O:29]1, predict the reactants needed to synthesize it. The reactants are: [CH2:1]([O:3][C@@H:4]1[C@@H:9]([O:10][CH3:11])[C@H:8]([CH3:12])[O:7][CH:6]([OH:13])[C@@H:5]1[O:14][CH3:15])[CH3:2].[N:16]([C:19]1[CH:24]=[CH:23][C:22]([B:25]2[O:29][C:28]([CH3:31])([CH3:30])[C:27]([CH3:33])([CH3:32])[O:26]2)=[CH:21][CH:20]=1)=[C:17]=[O:18].C([O-])([O-])=O.[Cs+].[Cs+]. (4) Given the product [O:8]=[CH:6][C@@H:5]([C@H:4]([C@@H:3]([C@@H:2]([CH2:1][OH:36])[OH:7])[OH:35])[OH:34])[OH:33], predict the reactants needed to synthesize it. The reactants are: [CH2:1]([OH:36])[C@@H:2]1[O:7][C@H:6]([O:8][C@:3]2([OH:35])[C@@H:4]([OH:34])[C@H:5]([OH:33])[C@@H:6]([O:8][C@:3]3([OH:35])[C@@H:4]([OH:34])[C@H:5]([OH:33])[C@@H:6]([OH:8])[O:7][C@H:2]3[CH2:1][OH:36])[O:7][C@H:2]2[CH2:1][OH:36])[C@@H:5]([OH:33])[C@H:4]([OH:34])[C@H:3]1[OH:35].C(O)[C@H]1O[C@@H](O[C@H]2[C@H](O)[C@@H](O)[C@H](O)O[C@@H]2CO)[C@H](O)[C@@H](O)[C@@H]1O. (5) Given the product [Br:1][C:2]1[CH:3]=[CH:4][C:5]([O:9][CH2:10][CH3:11])=[C:6]([O:8][CH:19]2[CH2:22][CH2:21][CH2:20]2)[CH:7]=1, predict the reactants needed to synthesize it. The reactants are: [Br:1][C:2]1[CH:3]=[CH:4][C:5]([O:9][CH2:10][CH3:11])=[C:6]([OH:8])[CH:7]=1.C([O-])([O-])=O.[K+].[K+].Br[CH:19]1[CH2:22][CH2:21][CH2:20]1.